Regression. Given a peptide amino acid sequence and an MHC pseudo amino acid sequence, predict their binding affinity value. This is MHC class II binding data. From a dataset of Peptide-MHC class II binding affinity with 134,281 pairs from IEDB. (1) The peptide sequence is LVTMPIGYVTHGFNL. The MHC is DRB1_0101 with pseudo-sequence DRB1_0101. The binding affinity (normalized) is 1.00. (2) The peptide sequence is ARKVAATAANAAPAN. The MHC is DRB1_1001 with pseudo-sequence DRB1_1001. The binding affinity (normalized) is 0.254.